Dataset: Reaction yield outcomes from USPTO patents with 853,638 reactions. Task: Predict the reaction yield, written as a fraction of the theoretical maximum amount of product (1.0 means a 100% yield; for example, 0.34 means a 34% yield). (1) The reactants are [CH2:1]([NH:5][C:6](=[O:21])[C:7]([NH:9][C:10]1[CH:15]=[CH:14][C:13]([O:16][CH3:17])=[CH:12][C:11]=1[N+:18]([O-])=O)=[O:8])[CH2:2][CH2:3][CH3:4].CO. The catalyst is [Pd].CC(C)=O. The product is [NH2:18][C:11]1[CH:12]=[C:13]([O:16][CH3:17])[CH:14]=[CH:15][C:10]=1[NH:9][C:7](=[O:8])[C:6]([NH:5][CH2:1][CH2:2][CH2:3][CH3:4])=[O:21]. The yield is 0.901. (2) The reactants are [F:1][C:2]1[CH:3]=[N:4][CH:5]=[C:6]([N:8]2[CH:12]=[C:11]([N+:13]([O-])=O)[C:10]([CH3:16])=[N:9]2)[CH:7]=1.C(OCC)(=O)C.[C:23](O[C:23]([O:25][C:26]([CH3:29])([CH3:28])[CH3:27])=[O:24])([O:25][C:26]([CH3:29])([CH3:28])[CH3:27])=[O:24].C(=O)(O)[O-].[Na+]. The catalyst is C(O)C.[Pd].O. The product is [F:1][C:2]1[CH:7]=[C:6]([N:8]2[CH:12]=[C:11]([NH:13][C:23](=[O:24])[O:25][C:26]([CH3:29])([CH3:28])[CH3:27])[C:10]([CH3:16])=[N:9]2)[CH:5]=[N:4][CH:3]=1. The yield is 0.410. (3) The reactants are [CH3:1][O:2][C:3]1[C:8]([O:9][CH3:10])=[C:7]([O:11][CH3:12])[CH:6]=[CH:5][C:4]=1[OH:13].[C:14]([O-])([O-])=O.[K+].[K+].CI.CCOC(C)=O. The catalyst is CC(C)=O. The product is [CH3:12][O:11][C:7]1[CH:6]=[CH:5][C:4]([O:13][CH3:14])=[C:3]([O:2][CH3:1])[C:8]=1[O:9][CH3:10]. The yield is 0.820. (4) The reactants are [N:1]([O-])=O.[Na+].[Br:5][C:6]1[CH:7]=[C:8]2[C:12](=[CH:13][CH:14]=1)[NH:11][CH:10]=[CH:9]2.Cl.[OH2:16]. The catalyst is CC(C)=O. The product is [Br:5][C:6]1[CH:7]=[C:8]2[C:12](=[CH:13][CH:14]=1)[NH:11][N:1]=[C:9]2[CH:10]=[O:16]. The yield is 0.760.